From a dataset of Full USPTO retrosynthesis dataset with 1.9M reactions from patents (1976-2016). Predict the reactants needed to synthesize the given product. (1) Given the product [CH:1]1([N:4]([CH2:29][C:30]2[CH:35]=[C:34]([CH2:36][CH2:37][CH2:38][O:39][CH3:40])[CH:33]=[C:32]([O:41][CH2:42][CH2:43][O:44][CH3:45])[CH:31]=2)[C:5]([C@@H:7]2[C@@:12]([O:21][CH3:48])([C:13]3[CH:18]=[CH:17][N:16]([CH3:19])[C:15](=[O:20])[CH:14]=3)[CH2:11][CH2:10][N:9]([C:22]([O:24][C:25]([CH3:26])([CH3:27])[CH3:28])=[O:23])[CH2:8]2)=[O:6])[CH2:2][CH2:3]1, predict the reactants needed to synthesize it. The reactants are: [CH:1]1([N:4]([CH2:29][C:30]2[CH:35]=[C:34]([CH2:36][CH2:37][CH2:38][O:39][CH3:40])[CH:33]=[C:32]([O:41][CH2:42][CH2:43][O:44][CH3:45])[CH:31]=2)[C:5]([C@@H:7]2[C@@:12]([OH:21])([C:13]3[CH:18]=[CH:17][N:16]([CH3:19])[C:15](=[O:20])[CH:14]=3)[CH2:11][CH2:10][N:9]([C:22]([O:24][C:25]([CH3:28])([CH3:27])[CH3:26])=[O:23])[CH2:8]2)=[O:6])[CH2:3][CH2:2]1.[H-].[Na+].[CH3:48]I. (2) Given the product [CH2:13]([O:14][C:3](=[O:10])[CH2:4][C:5]1([C:1]([OH:11])=[O:2])[CH2:9][CH2:8][CH2:7][CH2:6]1)[CH3:12], predict the reactants needed to synthesize it. The reactants are: [C:1]1(=[O:11])[C:5]2([CH2:9][CH2:8][CH2:7][CH2:6]2)[CH2:4][C:3](=[O:10])[O:2]1.[CH3:12][CH2:13][OH:14]. (3) Given the product [C:10]([O:14][C:15](=[O:16])[NH:1][CH2:2][CH2:3][O:4][CH2:5][CH2:6][OH:7])([CH3:13])([CH3:12])[CH3:11], predict the reactants needed to synthesize it. The reactants are: [NH2:1][CH2:2][CH2:3][O:4][CH2:5][CH2:6][OH:7].[OH-].[K+].[C:10]([O:14][C:15](O[C:15]([O:14][C:10]([CH3:13])([CH3:12])[CH3:11])=[O:16])=[O:16])([CH3:13])([CH3:12])[CH3:11]. (4) Given the product [C:1]([O:5][CH:6]([C:11]1[C:12]([C:21]2[CH:22]=[C:23]3[C:28](=[CH:29][CH:30]=2)[O:27][CH2:26][CH2:25][CH2:24]3)=[C:13]2[CH:20]=[CH:19][N:18]([CH2:35][C:34]3[CH:37]=[CH:38][CH:39]=[C:32]([Cl:31])[C:33]=3[F:40])[C:14]2=[N:15][C:16]=1[CH3:17])[C:7]([OH:9])=[O:8])([CH3:4])([CH3:3])[CH3:2], predict the reactants needed to synthesize it. The reactants are: [C:1]([O:5][CH:6]([C:11]1[C:12]([C:21]2[CH:22]=[C:23]3[C:28](=[CH:29][CH:30]=2)[O:27][CH2:26][CH2:25][CH2:24]3)=[C:13]2[CH:20]=[CH:19][NH:18][C:14]2=[N:15][C:16]=1[CH3:17])[C:7]([O:9]C)=[O:8])([CH3:4])([CH3:3])[CH3:2].[Cl:31][C:32]1[C:33]([F:40])=[C:34]([CH:37]=[CH:38][CH:39]=1)[CH2:35]Br. (5) Given the product [CH2:36]([O:30][C:29](=[O:31])[C:28]1[CH:32]=[CH:33][C:25]([NH:24][C:22]([C:19]2[CH:20]=[C:21]3[C:16]([CH2:15][CH2:14][CH2:13][N:12]3[S:9]([C:4]3[CH:5]=[C:6]([Cl:8])[CH:7]=[C:2]([Cl:1])[CH:3]=3)(=[O:11])=[O:10])=[CH:17][CH:18]=2)=[O:23])=[CH:26][C:27]=1[F:34])[CH3:41], predict the reactants needed to synthesize it. The reactants are: [Cl:1][C:2]1[CH:3]=[C:4]([S:9]([N:12]2[C:21]3[C:16](=[CH:17][CH:18]=[C:19]([C:22]([NH:24][C:25]4[CH:33]=[CH:32][C:28]([C:29]([OH:31])=[O:30])=[C:27]([F:34])[CH:26]=4)=[O:23])[CH:20]=3)[CH2:15][CH2:14][CH2:13]2)(=[O:11])=[O:10])[CH:5]=[C:6]([Cl:8])[CH:7]=1.Cl[C:36]1C=C(S(Cl)(=O)=O)C=C(Cl)[CH:41]=1.